From a dataset of Full USPTO retrosynthesis dataset with 1.9M reactions from patents (1976-2016). Predict the reactants needed to synthesize the given product. Given the product [Cl:1][C:2]1[CH:7]=[CH:6][C:5]([S:8]([N:11]2[CH2:17][CH2:16][CH2:15][CH2:14][C:13]3[CH:18]=[CH:19][CH:20]=[CH:21][C:12]2=3)(=[O:9])=[O:10])=[CH:4][C:3]=1[NH:22][C:24]([NH2:23])=[O:25], predict the reactants needed to synthesize it. The reactants are: [Cl:1][C:2]1[CH:7]=[CH:6][C:5]([S:8]([N:11]2[CH2:17][CH2:16][CH2:15][CH2:14][C:13]3[CH:18]=[CH:19][CH:20]=[CH:21][C:12]2=3)(=[O:10])=[O:9])=[CH:4][C:3]=1[NH2:22].[NH2:23][C:24](N)=[O:25].CCOCC.